Dataset: Merck oncology drug combination screen with 23,052 pairs across 39 cell lines. Task: Regression. Given two drug SMILES strings and cell line genomic features, predict the synergy score measuring deviation from expected non-interaction effect. (1) Drug 1: COC1CC2CCC(C)C(O)(O2)C(=O)C(=O)N2CCCCC2C(=O)OC(C(C)CC2CCC(OP(C)(C)=O)C(OC)C2)CC(=O)C(C)C=C(C)C(O)C(OC)C(=O)C(C)CC(C)C=CC=CC=C1C. Drug 2: CNC(=O)c1cc(Oc2ccc(NC(=O)Nc3ccc(Cl)c(C(F)(F)F)c3)cc2)ccn1. Cell line: SKMEL30. Synergy scores: synergy=20.1. (2) Drug 1: C=CCn1c(=O)c2cnc(Nc3ccc(N4CCN(C)CC4)cc3)nc2n1-c1cccc(C(C)(C)O)n1. Drug 2: C#Cc1cccc(Nc2ncnc3cc(OCCOC)c(OCCOC)cc23)c1. Cell line: A375. Synergy scores: synergy=16.2.